Dataset: Catalyst prediction with 721,799 reactions and 888 catalyst types from USPTO. Task: Predict which catalyst facilitates the given reaction. (1) Product: [N:14]1([CH2:2][C:3]2([OH:1])[CH2:4][NH:5][CH2:6]2)[CH2:19][CH2:18][O:17][CH2:16][CH2:15]1. Reactant: [O:1]1[C:3]2([CH2:6][N:5](C(OC(C)(C)C)=O)[CH2:4]2)[CH2:2]1.[NH:14]1[CH2:19][CH2:18][O:17][CH2:16][CH2:15]1. The catalyst class is: 1. (2) Reactant: F[C:2]1[CH:7]=[CH:6][C:5]([C:8](=[O:23])[CH2:9][C:10]2[CH:15]=[C:14]([C:16]3[S:17][CH:18]=[CH:19][CH:20]=3)[CH:13]=[CH:12][C:11]=2[O:21][CH3:22])=[CH:4][CH:3]=1.[NH:24]1[CH2:28][CH2:27][CH2:26][CH2:25]1.C(=O)([O-])[O-].[Na+].[Na+]. Product: [CH3:22][O:21][C:11]1[CH:12]=[CH:13][C:14]([C:16]2[S:17][CH:18]=[CH:19][CH:20]=2)=[CH:15][C:10]=1[CH2:9][C:8]([C:5]1[CH:6]=[CH:7][C:2]([N:24]2[CH2:28][CH2:27][CH2:26][CH2:25]2)=[CH:3][CH:4]=1)=[O:23]. The catalyst class is: 3. (3) Reactant: C12CC(CC1)C=C2B(O)O.[CH3:11][C:12]1([CH3:33])[CH2:17][CH2:16][C:15]([C:18]2[N:23]=[C:22]([CH2:24][NH:25][C@H:26]([CH:29]([CH3:31])[CH3:30])[CH2:27][OH:28])[C:21]([F:32])=[CH:20][CH:19]=2)=[CH:14][CH2:13]1. Product: [CH3:33][C:12]1([CH3:11])[CH2:17][CH2:16][C:15]([C:18]2[N:23]=[C:22]([CH2:24][NH:25][C@H:26]([CH:29]([CH3:30])[CH3:31])[CH2:27][OH:28])[C:21]([F:32])=[CH:20][CH:19]=2)=[CH:14][CH2:13]1.[CH3:33][C:12]1([CH3:11])[CH2:13][CH2:14][CH:15]([C:18]2[N:23]=[C:22]([CH2:24][NH:25][C@H:26]([CH:29]([CH3:30])[CH3:31])[CH2:27][OH:28])[C:21]([F:32])=[CH:20][CH:19]=2)[CH2:16][CH2:17]1. The catalyst class is: 45. (4) Reactant: C([O:4][CH2:5][CH2:6][C:7]1[C:16]2[C:11](=[CH:12][CH:13]=[CH:14][CH:15]=2)[C:10]([NH:17][C:18]([O:20][CH2:21][C:22]2[CH:27]=[CH:26][CH:25]=[CH:24][CH:23]=2)=[O:19])=[CH:9][C:8]=1[NH:28][C:29]([C:31]1[NH:32][C:33]2[C:38]([CH:39]=1)=[CH:37][C:36]([O:40][CH3:41])=[CH:35][CH:34]=2)=[O:30])(=O)C.O1CCCC1.C(=O)([O-])[O-].[K+].[K+]. Product: [CH2:21]([O:20][C:18]([NH:17][C:10]1[C:11]2[C:16](=[CH:15][CH:14]=[CH:13][CH:12]=2)[C:7]([CH2:6][CH2:5][OH:4])=[C:8]([NH:28][C:29]([C:31]2[NH:32][C:33]3[C:38]([CH:39]=2)=[CH:37][C:36]([O:40][CH3:41])=[CH:35][CH:34]=3)=[O:30])[CH:9]=1)=[O:19])[C:22]1[CH:23]=[CH:24][CH:25]=[CH:26][CH:27]=1. The catalyst class is: 191. (5) Reactant: [NH2:1][C:2]1[N:10]=[CH:9][CH:8]=[CH:7][C:3]=1[C:4]([OH:6])=O.ON1C2C=CC=CC=2N=N1.CCN=C=NCCCN(C)C.[Cl:32][C:33]1[CH:34]=[C:35]([CH:45]=[CH:46][C:47]=1[Cl:48])[O:36][C:37]1[CH:44]=[CH:43][C:40]([CH2:41][NH2:42])=[CH:39][CH:38]=1.C(=O)(O)[O-].[Na+]. Product: [Cl:32][C:33]1[CH:34]=[C:35]([CH:45]=[CH:46][C:47]=1[Cl:48])[O:36][C:37]1[CH:38]=[CH:39][C:40]([CH2:41][NH:42][C:4](=[O:6])[C:3]2[CH:7]=[CH:8][CH:9]=[N:10][C:2]=2[NH2:1])=[CH:43][CH:44]=1. The catalyst class is: 3. (6) Reactant: [CH3:1][C:2]1[NH:6][N:5]=[C:4]([C:7]([O:9][CH3:10])=[O:8])[CH:3]=1.C(=O)([O-])[O-].[K+].[K+].Cl.Cl[CH2:19][C:20]1[N:25]=[CH:24][CH:23]=[CH:22][N:21]=1.O. Product: [CH3:1][C:2]1[N:6]([CH2:19][C:20]2[N:25]=[CH:24][CH:23]=[CH:22][N:21]=2)[N:5]=[C:4]([C:7]([O:9][CH3:10])=[O:8])[CH:3]=1. The catalyst class is: 9. (7) Reactant: [S:1]1[C:9]2[CH2:8][CH2:7][NH:6][CH2:5][C:4]=2[CH:3]=[CH:2]1.F[B-](F)(F)F.[Li+].[C:16](#[N:18])[CH3:17].[C:19]([OH:28])(=[O:27])[C@@H:20]([C@H:22]([C:24]([OH:26])=[O:25])[OH:23])[OH:21].[CH2:29]([OH:31])[CH3:30]. Product: [C:24]([C@@H:22]([C@H:20]([C:19]([OH:28])=[O:27])[OH:21])[OH:23])([OH:26])=[O:25].[S:1]1[C:9]2[CH2:8][CH2:7][N:6]([CH2:20][C@@H:22]([OH:23])[CH2:24][O:26][C:4]3[CH:9]=[CH:8][CH:7]=[C:17]([C:16]4[C:30]5[S:1][CH:2]=[CH:3][C:29]=5[O:31][N:18]=4)[CH:5]=3)[CH2:5][C:4]=2[CH:3]=[CH:2]1. The catalyst class is: 6.